Dataset: Reaction yield outcomes from USPTO patents with 853,638 reactions. Task: Predict the reaction yield, written as a fraction of the theoretical maximum amount of product (1.0 means a 100% yield; for example, 0.34 means a 34% yield). (1) The reactants are [C:1]1([CH2:7][CH:8]([C:10]2([C:16]3[CH:21]=[CH:20][CH:19]=[CH:18][CH:17]=3)SCCCS2)[OH:9])[CH:6]=[CH:5][CH:4]=[CH:3][CH:2]=1.C(#N)C.[OH2:25]. The catalyst is C(OCC)(=O)C. The product is [OH:9][CH:8]([CH2:7][C:1]1[CH:6]=[CH:5][CH:4]=[CH:3][CH:2]=1)[C:10]([C:16]1[CH:21]=[CH:20][CH:19]=[CH:18][CH:17]=1)=[O:25]. The yield is 0.740. (2) The reactants are Br[C:2]1[N:7]=[C:6]([O:8][C@@H:9]([C@H:11]2[CH2:15][NH:14][C:13](=[O:16])[CH2:12]2)[CH3:10])[C:5]2[N:17]([CH:20]3[CH2:22][CH2:21]3)[CH:18]=[N:19][C:4]=2[CH:3]=1.[CH3:23][C:24]1[S:25][C:26](B2OC(C)(C)C(C)(C)O2)=[CH:27][N:28]=1.C([O-])([O-])=O.[Na+].[Na+].N#N. The catalyst is C1C=CC([P]([Pd]([P](C2C=CC=CC=2)(C2C=CC=CC=2)C2C=CC=CC=2)([P](C2C=CC=CC=2)(C2C=CC=CC=2)C2C=CC=CC=2)[P](C2C=CC=CC=2)(C2C=CC=CC=2)C2C=CC=CC=2)(C2C=CC=CC=2)C2C=CC=CC=2)=CC=1.C(Cl)Cl.COCCOC. The product is [CH:20]1([N:17]2[C:5]3[C:6]([O:8][C@@H:9]([C@H:11]4[CH2:15][NH:14][C:13](=[O:16])[CH2:12]4)[CH3:10])=[N:7][C:2]([C:26]4[S:25][C:24]([CH3:23])=[N:28][CH:27]=4)=[CH:3][C:4]=3[N:19]=[CH:18]2)[CH2:22][CH2:21]1. The yield is 0.146. (3) The reactants are O[CH:2]([C:5]1[C:13]2[O:12][CH2:11][C@H:10]([C:14]3[CH:19]=[CH:18][C:17]([CH:20]([CH3:22])[CH3:21])=[CH:16][CH:15]=3)[C:9]=2[C:8]([CH3:23])=[C:7]([NH:24][C:25](=[O:31])[CH2:26][C:27]([CH3:30])([CH3:29])[CH3:28])[C:6]=1[CH3:32])[CH2:3][CH3:4]. The catalyst is [Pd].C(O)(=O)C. The product is [CH:20]([C:17]1[CH:18]=[CH:19][C:14]([C@@H:10]2[C:9]3[C:8]([CH3:23])=[C:7]([NH:24][C:25](=[O:31])[CH2:26][C:27]([CH3:28])([CH3:30])[CH3:29])[C:6]([CH3:32])=[C:5]([CH2:2][CH2:3][CH3:4])[C:13]=3[O:12][CH2:11]2)=[CH:15][CH:16]=1)([CH3:21])[CH3:22]. The yield is 0.710. (4) The reactants are [CH3:1][O:2][C:3]1[CH:4]=[C:5]2[C:10](=[CH:11][C:12]=1[O:13][CH3:14])[N:9]=[CH:8][CH:7]=[C:6]2[O:15][C:16]1[CH:22]=[CH:21][C:19]([NH2:20])=[CH:18][CH:17]=1.C1(C)C=CC=CC=1.C(N(CC)CC)C.Cl[C:38](Cl)([O:40]C(=O)OC(Cl)(Cl)Cl)Cl.[C:49]1([CH:55]([OH:59])[CH2:56][CH2:57][CH3:58])[CH:54]=[CH:53][CH:52]=[CH:51][CH:50]=1. The catalyst is C(Cl)Cl. The product is [CH3:1][O:2][C:3]1[CH:4]=[C:5]2[C:10](=[CH:11][C:12]=1[O:13][CH3:14])[N:9]=[CH:8][CH:7]=[C:6]2[O:15][C:16]1[CH:22]=[CH:21][C:19]([NH:20][C:38](=[O:40])[O:59][CH:55]([C:49]2[CH:54]=[CH:53][CH:52]=[CH:51][CH:50]=2)[CH2:56][CH2:57][CH3:58])=[CH:18][CH:17]=1. The yield is 0.580. (5) The reactants are [C:9](O[C:9]([O:11][C:12]([CH3:15])([CH3:14])[CH3:13])=[O:10])([O:11][C:12]([CH3:15])([CH3:14])[CH3:13])=[O:10].[CH2:16]([NH2:19])[CH2:17][NH2:18]. The catalyst is ClCCl. The product is [C:12]([O:11][C:9](=[O:10])[NH:18][CH2:17][CH2:16][NH2:19])([CH3:13])([CH3:14])[CH3:15]. The yield is 1.00. (6) The reactants are [NH:1]1[C:9]2[C:4](=[CH:5][CH:6]=[C:7]([CH:10]([C:16]3[CH:21]=[CH:20][CH:19]=[C:18]([O:22][CH3:23])[CH:17]=3)[CH2:11][C:12]([NH:14][CH3:15])=O)[CH:8]=2)[CH:3]=[CH:2]1.N1C2C(=CC=CC=2C(C2C=CC=CC=2)CCNC)C=C1. No catalyst specified. The product is [NH:1]1[C:9]2[C:4](=[CH:5][CH:6]=[C:7]([CH:10]([C:16]3[CH:21]=[CH:20][CH:19]=[C:18]([O:22][CH3:23])[CH:17]=3)[CH2:11][CH2:12][NH:14][CH3:15])[CH:8]=2)[CH:3]=[CH:2]1. The yield is 0.940. (7) The reactants are [NH:1]1[CH2:4][CH:3]([CH2:5][C:6]2[N:7]([CH3:33])[C:8]3[C:13]([N:14]=2)=[C:12]([N:15]2[CH2:20][CH2:19][O:18][CH2:17][CH2:16]2)[N:11]=[C:10]([N:21]2[C:25]4[CH:26]=[CH:27][CH:28]=[CH:29][C:24]=4[N:23]=[C:22]2[CH:30](C)C)[N:9]=3)[CH2:2]1.Cl[C:35]([C:37]([O:40][C:41](=[O:43])[CH3:42])([CH3:39])[CH3:38])=[O:36].CCN(CC)CC. The catalyst is C1COCC1. The product is [CH3:38][C:37]([O:40][C:41](=[O:43])[CH3:42])([CH3:39])[C:35]([N:1]1[CH2:2][CH:3]([CH2:5][C:6]2[N:7]([CH3:33])[C:8]3[C:13]([N:14]=2)=[C:12]([N:15]2[CH2:20][CH2:19][O:18][CH2:17][CH2:16]2)[N:11]=[C:10]([N:21]2[C:25]4[CH:26]=[CH:27][CH:28]=[CH:29][C:24]=4[N:23]=[C:22]2[CH3:30])[N:9]=3)[CH2:4]1)=[O:36]. The yield is 0.750.